From a dataset of Full USPTO retrosynthesis dataset with 1.9M reactions from patents (1976-2016). Predict the reactants needed to synthesize the given product. Given the product [NH2:2][C@@H:3]([C@H:8]([CH3:14])[C@H:9]([CH3:13])[CH2:10][CH2:11][CH3:12])[CH2:4][C:5]([OH:7])=[O:6], predict the reactants needed to synthesize it. The reactants are: Cl.[NH2:2][C@@H:3]([C@H:8]([CH3:14])[C@H:9]([CH3:13])[CH2:10][CH2:11][CH3:12])[CH2:4][C:5]([OH:7])=[O:6].CCN(CC)CC.